Dataset: Catalyst prediction with 721,799 reactions and 888 catalyst types from USPTO. Task: Predict which catalyst facilitates the given reaction. (1) The catalyst class is: 124. Reactant: CS(C)=O.C(Cl)(=O)C(Cl)=O.[C:11]([O:15][C:16]([N:18]1[CH2:22][CH2:21][C@@H:20]([CH2:23][NH:24][C:25]([O:27][C:28]([CH3:31])([CH3:30])[CH3:29])=[O:26])[C@@H:19]1[CH2:32][OH:33])=[O:17])([CH3:14])([CH3:13])[CH3:12].C(N(CC)CC)C. Product: [C:11]([O:15][C:16]([N:18]1[CH2:22][CH2:21][C@@H:20]([CH2:23][NH:24][C:25]([O:27][C:28]([CH3:31])([CH3:30])[CH3:29])=[O:26])[C@@H:19]1[CH:32]=[O:33])=[O:17])([CH3:13])([CH3:12])[CH3:14]. (2) Reactant: [C:1]([C:5]1[CH:6]=[CH:7][C:8]([O:14][CH3:15])=[C:9]([CH:13]=1)[C:10]([OH:12])=[O:11])([CH3:4])([CH3:3])[CH3:2].[N+:16]([O-])([OH:18])=[O:17]. Product: [C:1]([C:5]1[CH:6]=[C:7]([N+:16]([O-:18])=[O:17])[C:8]([O:14][CH3:15])=[C:9]([CH:13]=1)[C:10]([OH:12])=[O:11])([CH3:4])([CH3:2])[CH3:3]. The catalyst class is: 65. (3) Reactant: [OH:1][C:2]1[CH:10]=[C:9]2[C:5]([CH:6]=[CH:7][NH:8]2)=[CH:4][CH:3]=1.C([O-])([O-])=O.[K+].[K+].C1(=O)O[CH2:20][CH2:19][O:18]1. Product: [NH:8]1[C:9]2[C:5](=[CH:4][CH:3]=[C:2]([O:1][CH2:20][CH2:19][OH:18])[CH:10]=2)[CH:6]=[CH:7]1. The catalyst class is: 3. (4) Reactant: [CH2:1]([C:5]1[CH:6]=[C:7]([OH:32])[CH:8]=[CH:9][C:10]=1[O:11][CH2:12][CH2:13][C:14]1[N:15]=[C:16]([C:20]2[CH:21]=[C:22]([C:26]3[CH:31]=[CH:30][CH:29]=[CH:28][CH:27]=3)[CH:23]=[CH:24][CH:25]=2)[O:17][C:18]=1[CH3:19])[CH2:2][CH2:3][CH3:4].Br[C:34]([CH3:41])([CH3:40])[C:35]([O:37][CH2:38][CH3:39])=[O:36].C(=O)([O-])[O-].[Cs+].[Cs+]. Product: [CH2:38]([O:37][C:35](=[O:36])[C:34]([O:32][C:7]1[CH:8]=[CH:9][C:10]([O:11][CH2:12][CH2:13][C:14]2[N:15]=[C:16]([C:20]3[CH:21]=[C:22]([C:26]4[CH:27]=[CH:28][CH:29]=[CH:30][CH:31]=4)[CH:23]=[CH:24][CH:25]=3)[O:17][C:18]=2[CH3:19])=[C:5]([CH2:1][CH2:2][CH2:3][CH3:4])[CH:6]=1)([CH3:41])[CH3:40])[CH3:39]. The catalyst class is: 3.